Regression/Classification. Given a drug SMILES string, predict its absorption, distribution, metabolism, or excretion properties. Task type varies by dataset: regression for continuous measurements (e.g., permeability, clearance, half-life) or binary classification for categorical outcomes (e.g., BBB penetration, CYP inhibition). For this dataset (solubility_aqsoldb), we predict Y. From a dataset of Aqueous solubility values for 9,982 compounds from the AqSolDB database. (1) The molecule is CCCCCCCCS(=O)(=O)NS(=O)(=O)CCCCCCCC. The Y is -3.91 log mol/L. (2) The molecule is S=[Fe]. The Y is -3.62 log mol/L. (3) The molecule is CCOC(=O)C(=O)C(=O)OCC. The Y is 0.512 log mol/L. (4) The drug is O=S(=O)(O)CCO. The Y is 0.899 log mol/L.